Dataset: Reaction yield outcomes from USPTO patents with 853,638 reactions. Task: Predict the reaction yield, written as a fraction of the theoretical maximum amount of product (1.0 means a 100% yield; for example, 0.34 means a 34% yield). (1) The reactants are [C:1]([C:4]1[CH:13]=[CH:12][C:7]2[S:8][C:9]([CH3:11])=[CH:10][C:6]=2[CH:5]=1)([OH:3])=[O:2].S(=O)(=O)(O)O.[C:19](=O)([O-])O.[Na+]. The catalyst is CO. The product is [CH3:19][O:2][C:1]([C:4]1[CH:13]=[CH:12][C:7]2[S:8][C:9]([CH3:11])=[CH:10][C:6]=2[CH:5]=1)=[O:3]. The yield is 0.890. (2) The reactants are [Cl:1][C:2]1[CH:3]=[C:4]([O:8][C:9]2[CH:31]=[N:30][C:12]3[N:13]([CH3:29])[C:14](=[O:28])[N:15]([CH2:18][CH2:19][CH2:20][O:21][CH:22]4[CH2:27][CH2:26][CH2:25][CH2:24][O:23]4)[C:16](=[O:17])[C:11]=3[CH:10]=2)[CH:5]=[N:6][CH:7]=1.[Li+].CC([N-]C(C)C)C.[Cl:40][C:41]1[CH:48]=[CH:47][C:44]([CH:45]=[O:46])=[CH:43][CH:42]=1. The catalyst is C1COCC1.CC(=O)OCC.O. The product is [Cl:40][C:41]1[CH:48]=[CH:47][C:44]([CH:45]([OH:46])[C:10]2[C:11]3[C:16](=[O:17])[N:15]([CH2:18][CH2:19][CH2:20][O:21][CH:22]4[CH2:27][CH2:26][CH2:25][CH2:24][O:23]4)[C:14](=[O:28])[N:13]([CH3:29])[C:12]=3[N:30]=[CH:31][C:9]=2[O:8][C:4]2[CH:5]=[N:6][CH:7]=[C:2]([Cl:1])[CH:3]=2)=[CH:43][CH:42]=1. The yield is 0.194. (3) The reactants are COC1C=CC(C[N:8]2[C:12]3=[N:13][CH:14]=[CH:15][C:16]([O:17][C:18]4[CH:23]=[CH:22][C:21]([NH:24][C:25]([C:27]5[C:28](=[O:40])[N:29]([C:33]6[CH:38]=[CH:37][C:36]([F:39])=[CH:35][CH:34]=6)[N:30]=[CH:31][CH:32]=5)=[O:26])=[CH:20][C:19]=4[F:41])=[C:11]3[C:10]([N:42]3[CH2:47][CH2:46][N:45]([CH3:48])[CH2:44][CH2:43]3)=[N:9]2)=CC=1.C(O)(C(F)(F)F)=O. No catalyst specified. The product is [F:41][C:19]1[CH:20]=[C:21]([NH:24][C:25]([C:27]2[C:28](=[O:40])[N:29]([C:33]3[CH:34]=[CH:35][C:36]([F:39])=[CH:37][CH:38]=3)[N:30]=[CH:31][CH:32]=2)=[O:26])[CH:22]=[CH:23][C:18]=1[O:17][C:16]1[CH:15]=[CH:14][N:13]=[C:12]2[NH:8][N:9]=[C:10]([N:42]3[CH2:43][CH2:44][N:45]([CH3:48])[CH2:46][CH2:47]3)[C:11]=12. The yield is 0.900. (4) The reactants are [C:1](=[NH:20])([O:3][CH2:4][CH2:5][C:6]1[CH:11]=[CH:10][C:9]([O:12][C:13]2[CH:18]=[CH:17][C:16]([F:19])=[CH:15][CH:14]=2)=[CH:8][CH:7]=1)[NH2:2].[CH:21]([CH:23]([CH2:28][C:29]1[CH:30]=[N:31][C:32]([O:35][CH3:36])=[N:33][CH:34]=1)[C:24](OC)=O)=[O:22].C([O-])([O-])=O.[K+].[K+]. The catalyst is CN1C(=O)CCC1. The product is [F:19][C:16]1[CH:17]=[CH:18][C:13]([O:12][C:9]2[CH:8]=[CH:7][C:6]([CH2:5][CH2:4][O:3][C:1]3[NH:2][CH:24]=[C:23]([CH2:28][C:29]4[CH:30]=[N:31][C:32]([O:35][CH3:36])=[N:33][CH:34]=4)[C:21](=[O:22])[N:20]=3)=[CH:11][CH:10]=2)=[CH:14][CH:15]=1. The yield is 0.183. (5) The reactants are [F:1][C:2]([F:14])([O:6][C:7]1[CH:8]=[C:9]([CH3:13])[CH:10]=[CH:11][CH:12]=1)[CH:3]([F:5])[F:4].[Br:15]N1C(=O)CCC1=O. The catalyst is C(Cl)(Cl)(Cl)Cl.N(C(C)(C)C#N)=NC(C)(C)C#N. The product is [F:1][C:2]([F:14])([O:6][C:7]1[CH:8]=[C:9]([CH2:13][Br:15])[CH:10]=[CH:11][CH:12]=1)[CH:3]([F:4])[F:5]. The yield is 0.960. (6) The reactants are [O:1]1[C:5]([C:6]([OH:8])=O)=[CH:4][CH:3]=[N:2]1.CN(C)C=O.[Cl:14][C:15]1[C:23]2[C:18](=[CH:19][CH:20]=[CH:21][CH:22]=2)[N:17]([C:24]2[CH:37]=[CH:36][C:27]([CH2:28][NH:29][C:30]([C:32]3([NH2:35])[CH2:34][CH2:33]3)=[O:31])=[CH:26][CH:25]=2)[C:16]=1[C:38]1[N:42]=[C:41]([CH3:43])[O:40][N:39]=1.CN(C(ON1N=NC2C=CC=CC1=2)=[N+](C)C)C.F[P-](F)(F)(F)(F)F.C(N(CC)CC)C. The catalyst is ClCCl. The product is [Cl:14][C:15]1[C:23]2[C:18](=[CH:19][CH:20]=[CH:21][CH:22]=2)[N:17]([C:24]2[CH:37]=[CH:36][C:27]([CH2:28][NH:29][C:30]([C:32]3([NH:35][C:6]([C:5]4[O:1][N:2]=[CH:3][CH:4]=4)=[O:8])[CH2:34][CH2:33]3)=[O:31])=[CH:26][CH:25]=2)[C:16]=1[C:38]1[N:42]=[C:41]([CH3:43])[O:40][N:39]=1. The yield is 0.910.